This data is from Experimentally validated miRNA-target interactions with 360,000+ pairs, plus equal number of negative samples. The task is: Binary Classification. Given a miRNA mature sequence and a target amino acid sequence, predict their likelihood of interaction. (1) The miRNA is hsa-miR-378a-5p with sequence CUCCUGACUCCAGGUCCUGUGU. The protein sequence of the target gene is MLLLLSDQLLLTALRKPNPQAMAALFLSAPPQAEVTFEDVAVYLSREEWGRLGPAQRGLYRDVMLETYGNLVSLGVGPAGPKPGVISQLERGDEPWVLDVQGTSGKEHLRVNSPALGTRTEYKELTSQETFGEEDPQGSEPVEACDHISKSEGSLEKLVEQRGPRAVTLTNGESSRESGGNLRLLSRPVPDQRPHKCDICEQSFEQRSYLNNHKRVHRSKKTNTVRNSGEIFSANLVVKEDQKIPTGKKLHYCSYCGKTFRYSANLVKHQRLHTEEKPYKCDECGKAFSQSCEFINHRRM.... Result: 1 (interaction). (2) Result: 0 (no interaction). The miRNA is hsa-miR-16-5p with sequence UAGCAGCACGUAAAUAUUGGCG. The protein sequence of the target gene is MPGMVLFGRRWAIASDDLVFPGFFELVVRVLWWIGILTLYLMHRGKLDCAGGALLSSYLIVLMILLAVVICTVSAIMCVSMRGTICNPGPRKSMSKLLYIRLALFFPEMVWASLGAAWVADGVQCDRTVVNGIIATVVVSWIIIAATVVSIIIVFDPLGGKMAPYSSAGPSHLDSHDSSQLLNGLKTAATSVWETRIKLLCCCIGKDDHTRVAFSSTAELFSTYFSDTDLVPSDIAAGLALLHQQQDNIRNNQEPAQVVCHAPGSSQEADLDAELENCHHYMQFAAAAYGWPLYIYRNPL.... (3) The miRNA is mmu-miR-1934-5p with sequence UCUGGUCCCCUGCUUCGUCCUCU. The protein sequence of the target gene is MAGRVKWVTDIEKSVLINNFEKRGWIQVTENEDWNFYWMSVQTIRNVFSVETGYRLSDDQIVNHFPNHYELTRKDLMVKNIKRYRKELEKEGSPLAEKDENGKYLYLDFVPVTYMLPADYNLFVEEFRKSPSSTWIMKPCGKAQGKGIFLINKLSQIKKWSRDSKTSSFVSQSTKEAYVISVYINNPLLIGGRKFDLRLYVLVSTYRPLRCYMYKLGFCRFCTVKYTPSTSELDNMFVHLTNVAIQKHGEDYNHIHGGKWTVNNLRLYLESTRGREVTSKLFDEIHWIIVQSLKAVAPVM.... Result: 0 (no interaction). (4) Result: 0 (no interaction). The protein sequence of the target gene is MGDWSFLGEFLEEVHKHSTVIGKVWLTVLFIFRMLVLGTAAESSWGDEQADFRCDTIQPGCQNVCYDQAFPISHIRYWVLQIIFVSTPSLVYMGHAMHTVRMQEKQKLRDAEKAKEAHRTGAYEYPVAEKAELSCWKEVDGKIVLQGTLLNTYVCTILIRTTMEVAFIVGQYLLYGIFLDTLHVCRRSPCPHPVNCYVSRPTEKNVFIVFMMAVAGLSLFLSLAELYHLGWKKIRQRFGKSRQGVDKHQLPGPPTSLVQSLTPPPDFNQCLKNSSGEKFFSDFSNNMGSRKNPDALATGE.... The miRNA is hsa-miR-96-5p with sequence UUUGGCACUAGCACAUUUUUGCU. (5) Result: 1 (interaction). The miRNA is hsa-miR-4797-5p with sequence GACAGAGUGCCACUUACUGAA. The protein sequence of the target gene is MAAAAVGAGHGAGGPGAASSSGGAREGARVAALCLLWYALSAGGNVVNKVILSAFPFPVTVSLCHILALCAGLPPLLRAWRVPPAPPVSGPGPSPHPSSGPLLPPRFYPRYVLPLAFGKYFASVSAHVSIWKVPVSYAHTVKATMPIWVVLLSRIIMKEKQSTKVYLSLIPIISGVLLATVTELSFDMWGLVSALAATLCFSLQNIFSKKVLRDSRIHHLRLLNILGCHAVFFMIPTWVLVDLSAFLVSSDLTYVYQWPWTLLLLAVSGFCNFAQNVIAFSILNLVSPLSYSVANATKRI.... (6) The miRNA is mmu-miR-302d-3p with sequence UAAGUGCUUCCAUGUUUGAGUGU. The protein sequence of the target gene is MGPAPAGEQLRGATGEPEVMEPALEGTGKEGKKASSRKRTLAEPPAKGLLQPVKLSRAELYKEPTNEELNRLRETEILFHSSLLRLQVEELLKEVRLSEKKKDRIDAFLREVNQRVVRVPSVPETELTDQAWLPAGVRVPLHQVPYAVKGCFRFLPPAQVTVVGSYLLGTCIRPDINVDVALTMPREILQDKDGLNQRYFRKRALYLAHLAHHLAQDPLFGSVCFSYTNGCHLKPSLLLRPRGKDERLVTVRLHPCPPPDFFRPCRLLPTKNNVRSAWYRGQSPAGDGSPEPPTPRYNTW.... Result: 0 (no interaction). (7) The miRNA is mmu-miR-30e-5p with sequence UGUAAACAUCCUUGACUGGAAG. The protein sequence of the target gene is MFSVRIVTADYYMASPLPGLDTCQSPLTQLPVKKVPVVRVFGATPAGQKTCLHLHGIFPYLYVPYDGYGQQPESYLSQMAFSIDRALNVALGNPSSTAQHVFKVSLVSGMPFYGYHEKERHFMKIYLYNPAMVKRICELLQSGAIMNKCYQPHEAHIPYLLQLFIDYNLYGMNLINLAAVKFRKARRKGNASHATGLFKHQLSGNSPAGTLFRWEEDEIPSSLLLEGVEPLSTCELEVDAVAADILNRLDIEAQIGGNPGLQAIWEDEKQRRRNRNESSQISQPESQDCRFVPATESEKQ.... Result: 1 (interaction).